Predict which catalyst facilitates the given reaction. From a dataset of Catalyst prediction with 721,799 reactions and 888 catalyst types from USPTO. (1) Reactant: [C:1]1([NH:7][C:8]2[CH:20]=[CH:19][C:11]([C:12]([NH:14][CH2:15][C:16]([OH:18])=O)=[O:13])=[CH:10][CH:9]=2)[CH:6]=[CH:5][CH:4]=[CH:3][CH:2]=1.CCN(C(C)C)C(C)C.C1C=CC2N(O)N=NC=2C=1.CCN=C=NCCCN(C)C.Cl.Cl.Cl.[Br:54][C:55]1[CH:60]=[CH:59][CH:58]=[CH:57][C:56]=1[NH:61][CH:62]1[CH2:67][CH2:66][NH:65][CH2:64][CH2:63]1. Product: [Br:54][C:55]1[CH:60]=[CH:59][CH:58]=[CH:57][C:56]=1[NH:61][CH:62]1[CH2:67][CH2:66][N:65]([C:16](=[O:18])[CH2:15][NH:14][C:12](=[O:13])[C:11]2[CH:10]=[CH:9][C:8]([NH:7][C:1]3[CH:2]=[CH:3][CH:4]=[CH:5][CH:6]=3)=[CH:20][CH:19]=2)[CH2:64][CH2:63]1. The catalyst class is: 18. (2) Reactant: Br[C:2]1[CH:3]=[CH:4][C:5]([N:8]2[CH2:12][CH2:11][C@H:10]([NH:13][CH2:14][C:15]3[CH:20]=[CH:19][C:18]([Cl:21])=[CH:17][C:16]=3[Cl:22])[CH2:9]2)=[N:6][CH:7]=1.[C:23]1(B(O)O)[CH:28]=[CH:27][CH:26]=[CH:25][CH:24]=1.C(=O)([O-])[O-].[Na+].[Na+].COCCOC. Product: [CH3:14][CH:15]([CH2:16][CH2:17][CH3:18])[CH3:20].[Cl:22][C:16]1[CH:17]=[C:18]([Cl:21])[CH:19]=[CH:20][C:15]=1[CH2:14][NH:13][C@H:10]1[CH2:11][CH2:12][N:8]([C:5]2[CH:4]=[CH:3][C:2]([C:23]3[CH:28]=[CH:27][CH:26]=[CH:25][CH:24]=3)=[CH:7][N:6]=2)[CH2:9]1. The catalyst class is: 5. (3) Reactant: Cl[C:2]1[C:7]([C:8]([NH:10][S:11]([C:14]2[C:15](=[O:20])[NH:16][CH:17]=[CH:18][CH:19]=2)(=[O:13])=[O:12])=[O:9])=[CH:6][CH:5]=[C:4]([Cl:21])[N:3]=1.[CH3:22][C:23]1([CH3:29])[CH2:27][C@H:26]([CH3:28])[CH2:25][NH:24]1.C([O-])([O-])=O.[K+].[K+].CS(C)=O. Product: [Cl:21][C:4]1[N:3]=[C:2]([N:24]2[CH2:25][C@@H:26]([CH3:28])[CH2:27][C:23]2([CH3:29])[CH3:22])[C:7]([C:8]([NH:10][S:11]([C:14]2[C:15](=[O:20])[NH:16][CH:17]=[CH:18][CH:19]=2)(=[O:13])=[O:12])=[O:9])=[CH:6][CH:5]=1. The catalyst class is: 13. (4) Reactant: [Br:1][C:2]1[CH:3]=[C:4]([Cl:13])[C:5]([C:8]2([CH2:11][NH2:12])[CH2:10][CH2:9]2)=[N:6][CH:7]=1.C(N(CC)CC)C.[F:21][C:22]([F:33])([F:32])[C:23]1[CH:31]=[CH:30][CH:29]=[CH:28][C:24]=1[C:25](Cl)=[O:26].O. Product: [Br:1][C:2]1[CH:3]=[C:4]([Cl:13])[C:5]([C:8]2([CH2:11][NH:12][C:25](=[O:26])[C:24]3[CH:28]=[CH:29][CH:30]=[CH:31][C:23]=3[C:22]([F:21])([F:32])[F:33])[CH2:9][CH2:10]2)=[N:6][CH:7]=1. The catalyst class is: 4.